From a dataset of Forward reaction prediction with 1.9M reactions from USPTO patents (1976-2016). Predict the product of the given reaction. (1) Given the reactants COC1C=CC=C(OC)C=1C(N[C@H]1CCC[C@H]1NC1C=NC2C(=CC=CC=2)N=1)=O.Cl[C:31]1[CH:40]=[CH:39][C:38]2[C:33](=[CH:34][CH:35]=[CH:36][CH:37]=2)[N:32]=1.Cl.[NH2:42][C@H:43]1[CH2:47][CH2:46][CH2:45][C@@H:44]1[NH:48][C:49](=[O:62])[C:50]1[CH:55]=[C:54]([CH3:56])[CH:53]=[CH:52][C:51]=1[N:57]1[N:61]=[CH:60][CH:59]=[N:58]1, predict the reaction product. The product is: [CH3:56][C:54]1[CH:53]=[CH:52][C:51]([N:57]2[N:58]=[CH:59][CH:60]=[N:61]2)=[C:50]([CH:55]=1)[C:49]([NH:48][C@H:44]1[CH2:45][CH2:46][CH2:47][C@@H:43]1[NH:42][C:31]1[CH:40]=[CH:39][C:38]2[C:33](=[CH:34][CH:35]=[CH:36][CH:37]=2)[N:32]=1)=[O:62]. (2) Given the reactants C1(NC2CCCCC2)CCCCC1.Br[C:15]1[CH:20]=[CH:19][C:18]([F:21])=[CH:17][CH:16]=1.[CH3:22][C:23]([OH:27])([C:25]#[CH:26])[CH3:24].[Cl-].[Na+], predict the reaction product. The product is: [F:21][C:18]1[CH:19]=[CH:20][C:15]([CH2:22][C:23]([CH3:24])([OH:27])[C:25]#[CH:26])=[CH:16][CH:17]=1. (3) Given the reactants [OH:1][C:2]([C:5]1[N:9]([CH2:10][CH:11]2[CH2:16][CH2:15][O:14][CH2:13][CH2:12]2)[C:8]2[CH:17]=[CH:18][C:19]([N:21]([CH3:25])[C:22](=[O:24])[CH3:23])=[CH:20][C:7]=2[N:6]=1)([CH3:4])[CH3:3].[H-].[Na+].I[CH2:29][CH3:30], predict the reaction product. The product is: [CH2:29]([O:1][C:2]([C:5]1[N:9]([CH2:10][CH:11]2[CH2:12][CH2:13][O:14][CH2:15][CH2:16]2)[C:8]2[CH:17]=[CH:18][C:19]([N:21]([CH3:25])[C:22](=[O:24])[CH3:23])=[CH:20][C:7]=2[N:6]=1)([CH3:4])[CH3:3])[CH3:30]. (4) Given the reactants [CH2:1]([C:3]1[C:4]([O:11][CH3:12])=[CH:5][C:6]([CH2:9][OH:10])=[N:7][CH:8]=1)[CH3:2].C(Cl)(Cl)Cl, predict the reaction product. The product is: [CH2:1]([C:3]1[C:4]([O:11][CH3:12])=[CH:5][C:6]([CH:9]=[O:10])=[N:7][CH:8]=1)[CH3:2].